Dataset: Reaction yield outcomes from USPTO patents with 853,638 reactions. Task: Predict the reaction yield, written as a fraction of the theoretical maximum amount of product (1.0 means a 100% yield; for example, 0.34 means a 34% yield). The reactants are Cl[C:2]([C:4]1[CH:9]=[CH:8][C:7]([C:10]2[CH:11]=[CH:12][C:13]3[O:19][CH2:18][CH2:17][N:16]([C:20]([O:22][C:23]([CH3:26])([CH3:25])[CH3:24])=[O:21])[CH2:15][C:14]=3[CH:27]=2)=[CH:6][CH:5]=1)=[O:3].CCN(C(C)C)C(C)C.[F:37][CH:38]([F:41])[CH2:39][NH2:40]. The catalyst is O1CCCC1. The product is [F:37][CH:38]([F:41])[CH2:39][NH:40][C:2]([C:4]1[CH:9]=[CH:8][C:7]([C:10]2[CH:11]=[CH:12][C:13]3[O:19][CH2:18][CH2:17][N:16]([C:20]([O:22][C:23]([CH3:26])([CH3:25])[CH3:24])=[O:21])[CH2:15][C:14]=3[CH:27]=2)=[CH:6][CH:5]=1)=[O:3]. The yield is 0.850.